Dataset: NCI-60 drug combinations with 297,098 pairs across 59 cell lines. Task: Regression. Given two drug SMILES strings and cell line genomic features, predict the synergy score measuring deviation from expected non-interaction effect. Drug 1: C(=O)(N)NO. Drug 2: CN(CC1=CN=C2C(=N1)C(=NC(=N2)N)N)C3=CC=C(C=C3)C(=O)NC(CCC(=O)O)C(=O)O. Cell line: NCI-H226. Synergy scores: CSS=13.7, Synergy_ZIP=-4.98, Synergy_Bliss=3.15, Synergy_Loewe=-22.1, Synergy_HSA=2.34.